From a dataset of Catalyst prediction with 721,799 reactions and 888 catalyst types from USPTO. Predict which catalyst facilitates the given reaction. (1) The catalyst class is: 28. Product: [NH2:8][CH2:7][C:1]1([CH2:9][NH2:10])[CH2:6][CH2:5][CH2:4][CH2:3][CH2:2]1. Reactant: [C:1]1([C:9]#[N:10])([C:7]#[N:8])[CH2:6][CH2:5][CH2:4][CH2:3][CH2:2]1.[H-].[H-].[H-].[H-].[Li+].[Al+3]. (2) The catalyst class is: 7. Reactant: [CH2:1]([Li])[CH2:2][CH2:3][CH3:4].[C:6]([C:8]1[CH:22]=[CH:21][C:11]([CH2:12]P(=O)(OCC)OCC)=[C:10]([F:23])[CH:9]=1)#[N:7].Cl.C(=O)([O-])[OH:26].[Na+]. Product: [F:23][C:10]1[CH:9]=[C:8]([CH:22]=[CH:21][C:11]=1/[CH:12]=[CH:4]/[CH:3]=[CH:2]/[CH:1]=[O:26])[C:6]#[N:7]. (3) Reactant: [CH3:1][O:2][C:3]([C:5]1[O:6][C:7]([CH3:27])=[C:8]([CH2:10][O:11][C:12]2[CH:17]=[CH:16][C:15](B3OC(C)(C)C(C)(C)O3)=[CH:14][CH:13]=2)[CH:9]=1)=[O:4].C(=O)([O-])[O-].[Cs+].[Cs+].I[C:35]1[CH:40]=[CH:39][C:38]([O:41][CH3:42])=[CH:37][N:36]=1.O=O.Cl. The catalyst class is: 873. Product: [CH3:1][O:2][C:3]([C:5]1[O:6][C:7]([CH3:27])=[C:8]([CH2:10][O:11][C:12]2[CH:13]=[CH:14][C:15]([C:35]3[CH:40]=[CH:39][C:38]([O:41][CH3:42])=[CH:37][N:36]=3)=[CH:16][CH:17]=2)[CH:9]=1)=[O:4]. (4) The catalyst class is: 17. Reactant: [NH2:1][C:2]1[CH:3]=[CH:4][C:5]([CH3:22])=[C:6]([NH:8][C:9]2[N:10]=[CH:11][C:12]3[N:17]=[C:16]([NH:18][C:19](=[O:21])[CH3:20])[S:15][C:13]=3[N:14]=2)[CH:7]=1.[CH3:23][C:24]([C:28]1[CH:29]=[C:30]([CH:34]=[CH:35][CH:36]=1)[C:31](O)=[O:32])([CH3:27])[C:25]#[CH:26].F[P-](F)(F)(F)(F)F.N1(OC(N(C)C)=[N+](C)C)C2N=CC=CC=2N=N1.C(=O)([O-])O.[Na+]. Product: [C:19]([NH:18][C:16]1[S:15][C:13]2[N:14]=[C:9]([NH:8][C:6]3[CH:7]=[C:2]([NH:1][C:31](=[O:32])[C:30]4[CH:34]=[CH:35][CH:36]=[C:28]([C:24]([CH3:23])([CH3:27])[C:25]#[CH:26])[CH:29]=4)[CH:3]=[CH:4][C:5]=3[CH3:22])[N:10]=[CH:11][C:12]=2[N:17]=1)(=[O:21])[CH3:20]. (5) Reactant: [Cl:1][C:2]1[C:7]([C:8]2[NH:9][CH:10]=[C:11]([C:13]3[N:14]([CH:19]([CH3:21])[CH3:20])[N:15]=[C:16]([CH3:18])[N:17]=3)[N:12]=2)=[CH:6][N:5]=[C:4]([O:22][CH3:23])[CH:3]=1.C1(=O)O[CH2:27][CH2:26][O:25]1. Product: [Cl:1][C:2]1[CH:3]=[C:4]([O:22][CH3:23])[N:5]=[CH:6][C:7]=1[C:8]1[N:9]([CH2:27][CH2:26][OH:25])[CH:10]=[C:11]([C:13]2[N:14]([CH:19]([CH3:21])[CH3:20])[N:15]=[C:16]([CH3:18])[N:17]=2)[N:12]=1. The catalyst class is: 11. (6) Reactant: [Br:1][C:2]1[CH:7]=[CH:6][C:5]([S:8][CH:9]([CH3:11])[CH3:10])=[CH:4][CH:3]=1.C1C=C(Cl)C=C(C(OO)=[O:20])C=1. Product: [Br:1][C:2]1[CH:3]=[CH:4][C:5]([S:8]([CH:9]([CH3:11])[CH3:10])=[O:20])=[CH:6][CH:7]=1. The catalyst class is: 2.